From a dataset of Forward reaction prediction with 1.9M reactions from USPTO patents (1976-2016). Predict the product of the given reaction. (1) Given the reactants [N+:1]([C:4]1[C:10]([N+:11]([O-:13])=[O:12])=[CH:9][CH:8]=[CH:7][C:5]=1N)([O-:3])=[O:2].N([O-])=O.[Na+].[BrH:18], predict the reaction product. The product is: [Br:18][C:5]1[CH:7]=[CH:8][CH:9]=[C:10]([N+:11]([O-:13])=[O:12])[C:4]=1[N+:1]([O-:3])=[O:2]. (2) Given the reactants C[Al](C)C.[CH3:5][N:6]([CH2:17][C:18]1[N:22]([CH2:23][C:24](OC)=[O:25])[C:21]2[CH:28]=[CH:29][CH:30]=[CH:31][C:20]=2[N:19]=1)[CH:7]1[C:16]2[N:15]=[CH:14][CH:13]=[CH:12][C:11]=2[CH2:10][CH2:9][CH2:8]1.[NH2:32][CH2:33][C:34]1[CH:39]=[CH:38][N:37]=[CH:36][CH:35]=1, predict the reaction product. The product is: [CH3:5][N:6]([CH2:17][C:18]1[N:22]([CH2:23][C:24]([NH:32][CH2:33][C:34]2[CH:39]=[CH:38][N:37]=[CH:36][CH:35]=2)=[O:25])[C:21]2[CH:28]=[CH:29][CH:30]=[CH:31][C:20]=2[N:19]=1)[CH:7]1[C:16]2[N:15]=[CH:14][CH:13]=[CH:12][C:11]=2[CH2:10][CH2:9][CH2:8]1. (3) Given the reactants [C:1]1([C:7]2[O:11][N:10]=[C:9]([C:12]([OH:14])=O)[CH:8]=2)[CH:6]=[CH:5][CH:4]=[CH:3][CH:2]=1.C1N=CN(C(N2C=NC=C2)=O)C=1.[NH2:27][CH2:28][CH2:29][NH:30][C:31](=[O:37])[O:32][C:33]([CH3:36])([CH3:35])[CH3:34].CCN(C(C)C)C(C)C, predict the reaction product. The product is: [C:1]1([C:7]2[O:11][N:10]=[C:9]([C:12]([NH:27][CH2:28][CH2:29][NH:30][C:31](=[O:37])[O:32][C:33]([CH3:35])([CH3:34])[CH3:36])=[O:14])[CH:8]=2)[CH:2]=[CH:3][CH:4]=[CH:5][CH:6]=1.